Task: Predict the reactants needed to synthesize the given product.. Dataset: Full USPTO retrosynthesis dataset with 1.9M reactions from patents (1976-2016) (1) Given the product [CH3:16][O:17][C:18](=[O:29])[CH2:19][CH2:20][C:21]1[CH:26]=[CH:25][C:24]([O:27][C:11]2[CH:12]=[CH:13][CH:14]=[C:9]([O:8][CH2:1][C:2]3[CH:7]=[CH:6][CH:5]=[CH:4][CH:3]=3)[CH:10]=2)=[CH:23][C:22]=1[CH3:28], predict the reactants needed to synthesize it. The reactants are: [CH2:1]([O:8][C:9]1[CH:10]=[C:11](Br)[CH:12]=[CH:13][CH:14]=1)[C:2]1[CH:7]=[CH:6][CH:5]=[CH:4][CH:3]=1.[CH3:16][O:17][C:18](=[O:29])[CH2:19][CH2:20][C:21]1[CH:26]=[CH:25][C:24]([OH:27])=[CH:23][C:22]=1[CH3:28].CC(C)(C(=O)CC(=O)C(C)(C)C)C. (2) Given the product [NH:26]1[C:34]2[C:29](=[CH:30][C:31]([C:2]3[N:6]4[N:7]=[C:8]([C:11]5[CH:16]=[CH:15][C:14]([C:17]([N:19]6[CH2:20][CH2:21][N:22]([CH3:25])[CH2:23][CH2:24]6)=[O:18])=[CH:13][CH:12]=5)[CH:9]=[CH:10][C:5]4=[N:4][CH:3]=3)=[CH:32][CH:33]=2)[CH:28]=[N:27]1, predict the reactants needed to synthesize it. The reactants are: Br[C:2]1[N:6]2[N:7]=[C:8]([C:11]3[CH:16]=[CH:15][C:14]([C:17]([N:19]4[CH2:24][CH2:23][N:22]([CH3:25])[CH2:21][CH2:20]4)=[O:18])=[CH:13][CH:12]=3)[CH:9]=[CH:10][C:5]2=[N:4][CH:3]=1.[NH:26]1[C:34]2[C:29](=[CH:30][C:31](B(O)O)=[CH:32][CH:33]=2)[CH:28]=[N:27]1.C([O-])([O-])=O.[Cs+].[Cs+]. (3) Given the product [C:14]([C:18]1[N:23]=[C:22]([N:24]2[CH2:29][CH2:28][N:27]([CH2:2][CH2:3][CH2:4][CH2:5][N:6]3[C:11](=[O:12])[NH:10][C:9](=[O:13])[CH:8]=[N:7]3)[CH2:26][CH2:25]2)[CH:21]=[C:20]([CH2:30][CH2:31][CH3:32])[N:19]=1)([CH3:17])([CH3:16])[CH3:15], predict the reactants needed to synthesize it. The reactants are: Cl[CH2:2][CH2:3][CH2:4][CH2:5][N:6]1[C:11](=[O:12])[NH:10][C:9](=[O:13])[CH:8]=[N:7]1.[C:14]([C:18]1[N:23]=[C:22]([N:24]2[CH2:29][CH2:28][NH:27][CH2:26][CH2:25]2)[CH:21]=[C:20]([CH2:30][CH2:31][CH3:32])[N:19]=1)([CH3:17])([CH3:16])[CH3:15]. (4) Given the product [CH2:20]([O:26][C:17]1[CH:18]=[C:19]([CH:20]([OH:26])[CH2:21][NH:39][C:36]([CH3:37])([CH3:38])[CH2:35][C:29]2[CH:30]=[CH:31][C:32]([F:34])=[CH:33][C:28]=2[F:27])[C:11]2[O:10][CH2:9][C:14](=[O:15])[NH:13][C:12]=2[CH:16]=1)[C:19]1[CH:11]=[CH:12][CH:16]=[CH:17][CH:18]=1, predict the reactants needed to synthesize it. The reactants are: C(O[CH:9]1[C:14](=[O:15])[NH:13][C:12]2[CH:16]=[CH:17][CH:18]=[C:19]([C:20](=[O:26])[CH:21](OCC)O)[C:11]=2[O:10]1)C1C=CC=CC=1.[F:27][C:28]1[CH:33]=[C:32]([F:34])[CH:31]=[CH:30][C:29]=1[CH2:35][C:36]([NH2:39])([CH3:38])[CH3:37].Cl. (5) Given the product [NH2:29][C:30]1[CH:35]=[CH:34][C:33]([S:36][C:2]2[CH:7]=[CH:6][C:5]([NH:8][C:9](=[O:19])[C:10]3[CH:15]=[CH:14][CH:13]=[C:12]([N:16]([CH3:18])[CH3:17])[CH:11]=3)=[CH:4][C:3]=2[N+:20]([O-:22])=[O:21])=[CH:32][CH:31]=1, predict the reactants needed to synthesize it. The reactants are: Cl[C:2]1[CH:7]=[CH:6][C:5]([NH:8][C:9](=[O:19])[C:10]2[CH:15]=[CH:14][CH:13]=[C:12]([N:16]([CH3:18])[CH3:17])[CH:11]=2)=[CH:4][C:3]=1[N+:20]([O-:22])=[O:21].C([O-])([O-])=O.[K+].[K+].[NH2:29][C:30]1[CH:35]=[CH:34][C:33]([SH:36])=[CH:32][CH:31]=1.O. (6) The reactants are: [F:1][CH2:2][C@@H:3]1[C@@H:11]2[C@@:6]([C:21]3[CH:26]=[CH:25][CH:24]=[CH:23][C:22]=3[F:27])([N:7]=[C:8]([NH:12]C(=O)C3C=CC=CC=3)[S:9][CH2:10]2)[CH2:5][O:4]1.N12CCCN=C1CCCCC2. Given the product [F:1][CH2:2][C@@H:3]1[C@@H:11]2[C@@:6]([C:21]3[CH:26]=[CH:25][CH:24]=[CH:23][C:22]=3[F:27])([N:7]=[C:8]([NH2:12])[S:9][CH2:10]2)[CH2:5][O:4]1, predict the reactants needed to synthesize it.